Regression/Classification. Given a drug SMILES string, predict its absorption, distribution, metabolism, or excretion properties. Task type varies by dataset: regression for continuous measurements (e.g., permeability, clearance, half-life) or binary classification for categorical outcomes (e.g., BBB penetration, CYP inhibition). Dataset: cyp2d6_veith. From a dataset of CYP2D6 inhibition data for predicting drug metabolism from PubChem BioAssay. (1) The drug is N[C@H](Cc1ccc(Cl)cc1)C(=O)O. The result is 0 (non-inhibitor). (2) The molecule is Cc1nc2ccccc2nc1-c1ccc(N=[N+]([O-])c2ccc(-c3nc4ccccc4nc3C)cc2)cc1. The result is 0 (non-inhibitor). (3) The drug is COc1ccc(-c2nn(-c3ccccc3)cc2/C=N/NC(=O)c2ccc(Br)o2)cc1. The result is 0 (non-inhibitor).